From a dataset of Forward reaction prediction with 1.9M reactions from USPTO patents (1976-2016). Predict the product of the given reaction. (1) Given the reactants [Cl:1][C:2]1[CH:14]=[CH:13][C:5]2[S:6][C:7]([C:10]([OH:12])=O)=[C:8]([CH3:9])[C:4]=2[CH:3]=1.C[O:16][C:17](=[O:36])[CH2:18][CH2:19][C:20]1[CH:25]=[CH:24][C:23]([O:26][C:27]2[CH:32]=[CH:31][CH:30]=[C:29]([CH2:33][NH2:34])[CH:28]=2)=[CH:22][C:21]=1[CH3:35], predict the reaction product. The product is: [Cl:1][C:2]1[CH:14]=[CH:13][C:5]2[S:6][C:7]([C:10]([NH:34][CH2:33][C:29]3[CH:28]=[C:27]([CH:32]=[CH:31][CH:30]=3)[O:26][C:23]3[CH:24]=[CH:25][C:20]([CH2:19][CH2:18][C:17]([OH:36])=[O:16])=[C:21]([CH3:35])[CH:22]=3)=[O:12])=[C:8]([CH3:9])[C:4]=2[CH:3]=1. (2) Given the reactants [CH3:1][C:2]1([C:9]([O:11][CH2:12][CH3:13])=[O:10])[O:7][CH2:6][C:5](=[O:8])[CH2:4][O:3]1.C(N(C(C)C)C(C)C)C.[F:23][C:24]([F:37])([F:36])[S:25](O[S:25]([C:24]([F:37])([F:36])[F:23])(=[O:27])=[O:26])(=[O:27])=[O:26], predict the reaction product. The product is: [CH3:1][C:2]1([C:9]([O:11][CH2:12][CH3:13])=[O:10])[O:3][CH2:4][C:5]([O:8][S:25]([C:24]([F:37])([F:36])[F:23])(=[O:27])=[O:26])=[CH:6][O:7]1. (3) Given the reactants [Br:1][C:2]1[CH:7]=[CH:6][CH:5]=[CH:4][C:3]=1[OH:8].CS(O[CH:14]1[CH2:19][CH2:18][N:17]([CH3:20])[CH2:16][CH2:15]1)(=O)=O, predict the reaction product. The product is: [Br:1][C:2]1[CH:7]=[CH:6][CH:5]=[CH:4][C:3]=1[O:8][CH:14]1[CH2:19][CH2:18][N:17]([CH3:20])[CH2:16][CH2:15]1.